Dataset: Full USPTO retrosynthesis dataset with 1.9M reactions from patents (1976-2016). Task: Predict the reactants needed to synthesize the given product. Given the product [CH3:10][C@@H:7]1[N:6]2[C:5]3[C:14]([C:13]([C:12]([C:17]([OH:19])=[O:18])=[CH:11]2)=[O:16])=[CH:15][C:2]([F:1])=[C:3]([N:25]2[CH2:26][CH2:27][N:22]([CH3:21])[CH2:23][CH2:24]2)[C:4]=3[O:9][CH2:8]1, predict the reactants needed to synthesize it. The reactants are: [F:1][C:2]1[C:3](F)=[C:4]2[O:9][CH2:8][C@H:7]([CH3:10])[N:6]3[CH:11]=[C:12]([C:17]([OH:19])=[O:18])[C:13](=[O:16])[C:14]([CH:15]=1)=[C:5]23.[CH3:21][N:22]1[CH2:27][CH2:26][NH:25][CH2:24][CH2:23]1.